This data is from Catalyst prediction with 721,799 reactions and 888 catalyst types from USPTO. The task is: Predict which catalyst facilitates the given reaction. (1) Reactant: [NH2:1][CH:2]1[CH2:7][CH2:6][N:5]([C:8]2[CH:16]=[CH:15][C:11]([C:12]([NH2:14])=[O:13])=[C:10](Cl)[N:9]=2)[CH2:4]C1.C([O-])([O-])=O.[K+].[K+].C(OC(N1C=[C:35](B2O[C:34](C)([CH3:35])[C:33](C)([CH3:32])O2)[CH2:34][CH2:33][CH2:32]1)=O)(C)(C)C.O1[CH2:51][CH2:50][O:49][CH2:48][CH2:47]1. Product: [NH2:1][CH:2]1[CH2:7][CH2:6][N:5]([C:8]2[CH:16]=[CH:15][C:11]([C:12]([NH2:14])=[O:13])=[C:10]([C:33]3[CH:34]=[CH:35][C:48]([O:49][C:50]4[CH:51]=[CH:16][CH:15]=[CH:11][CH:10]=4)=[CH:47][CH:32]=3)[N:9]=2)[CH2:4]1. The catalyst class is: 587. (2) Reactant: [Br:1][C:2]1[CH:3]=[C:4]([C:11](=O)[CH3:12])[CH:5]=[C:6]([N+:8]([O-:10])=[O:9])[CH:7]=1.[C:14]([S@:18]([NH2:20])=[O:19])([CH3:17])([CH3:16])[CH3:15]. Product: [Br:1][C:2]1[CH:3]=[C:4](/[C:11](=[N:20]/[S:18]([C:14]([CH3:17])([CH3:16])[CH3:15])=[O:19])/[CH3:12])[CH:5]=[C:6]([N+:8]([O-:10])=[O:9])[CH:7]=1. The catalyst class is: 1. (3) Reactant: [C:1]([O:4][CH:5](SC)[C:6](=[O:26])[C@@H:7]([NH:15][C:16]([O:18][CH2:19][C:20]1[CH:25]=[CH:24][CH:23]=[CH:22][CH:21]=1)=[O:17])[CH2:8][C:9]1[CH:14]=[CH:13][CH:12]=[CH:11][CH:10]=1)(=[O:3])[CH3:2].[BH4-].[Na+].Cl. The catalyst class is: 88. Product: [C:1]([O:4][CH2:5][CH:6]([OH:26])[C@@H:7]([NH:15][C:16]([O:18][CH2:19][C:20]1[CH:25]=[CH:24][CH:23]=[CH:22][CH:21]=1)=[O:17])[CH2:8][C:9]1[CH:14]=[CH:13][CH:12]=[CH:11][CH:10]=1)(=[O:3])[CH3:2]. (4) Reactant: Cl[CH2:2][C:3]1[CH:19]=[CH:18][C:6]([O:7][C:8]2[S:9][C:10]3[CH:16]=[C:15]([F:17])[CH:14]=[CH:13][C:11]=3[N:12]=2)=[CH:5][CH:4]=1.Cl.[CH2:21]1[CH:25]2[CH2:26][NH:27][CH2:28][CH:24]2[CH2:23][N:22]1[C:29]([NH2:31])=[O:30].C([O-])([O-])=O.[Cs+].[Cs+]. Product: [F:17][C:15]1[CH:14]=[CH:13][C:11]2[N:12]=[C:8]([O:7][C:6]3[CH:18]=[CH:19][C:3]([CH2:2][N:27]4[CH2:26][CH:25]5[CH2:21][N:22]([C:29]([NH2:31])=[O:30])[CH2:23][CH:24]5[CH2:28]4)=[CH:4][CH:5]=3)[S:9][C:10]=2[CH:16]=1. The catalyst class is: 3. (5) Reactant: Cl.C([NH:6][CH2:7][CH2:8][C:9]([OH:11])=[O:10])(C)(C)C.[OH-].[Na+].[Br:14][C:15]([CH3:20])([CH3:19])[C:16](Br)=[O:17].[C:21](OCC)(=O)C.CCC[CH2:30][CH2:31][CH3:32]. Product: [C:31]([O:11][C:9](=[O:10])[CH2:8][CH2:7][NH:6][C:16](=[O:17])[C:15]([Br:14])([CH3:20])[CH3:19])([CH3:30])([CH3:32])[CH3:21]. The catalyst class is: 4. (6) Reactant: [N+:1]([C:4]1[CH:5]=[C:6]([CH:10]([C:22]2[C:31]([OH:32])=[C:30]3[C:25]([CH:26]=[CH:27][CH:28]=[N:29]3)=[C:24]([Cl:33])[CH:23]=2)[NH:11][C:12](=[O:21])[CH2:13][O:14][C:15]2[CH:20]=[CH:19][CH:18]=[CH:17][CH:16]=2)[CH:7]=[CH:8][CH:9]=1)([O-])=O. Product: [NH2:1][C:4]1[CH:5]=[C:6]([CH:10]([C:22]2[C:31]([OH:32])=[C:30]3[C:25]([CH:26]=[CH:27][CH:28]=[N:29]3)=[C:24]([Cl:33])[CH:23]=2)[NH:11][C:12](=[O:21])[CH2:13][O:14][C:15]2[CH:16]=[CH:17][CH:18]=[CH:19][CH:20]=2)[CH:7]=[CH:8][CH:9]=1. The catalyst class is: 123.